Task: Predict the reaction yield, written as a fraction of the theoretical maximum amount of product (1.0 means a 100% yield; for example, 0.34 means a 34% yield).. Dataset: Reaction yield outcomes from USPTO patents with 853,638 reactions The yield is 0.270. The catalyst is CS(C)=O. The product is [N:13]1[S:14][N:15]=[C:16]2[C:21]([S:22]([NH:1][C:2]3[CH:11]=[CH:10][C:5]([C:6]([O:8][CH3:9])=[O:7])=[C:4]([OH:12])[CH:3]=3)(=[O:24])=[O:23])=[CH:20][CH:19]=[CH:18][C:17]=12. The reactants are [NH2:1][C:2]1[CH:3]=[C:4]([OH:12])[C:5](=[CH:10][CH:11]=1)[C:6]([O:8][CH3:9])=[O:7].[N:13]1[S:14][N:15]=[C:16]2[C:21]([S:22](Cl)(=[O:24])=[O:23])=[CH:20][CH:19]=[CH:18][C:17]=12.